Task: Predict which catalyst facilitates the given reaction.. Dataset: Catalyst prediction with 721,799 reactions and 888 catalyst types from USPTO (1) Reactant: [C:1]([O:4][C@@H:5]1[C@@H:18]([O:19][C:20](=[O:22])[CH3:21])[C@H:17]([O:23][C:24](=[O:26])[CH3:25])[CH2:16][S:15][C@H:6]1[O:7][C:8]1[CH:13]=[CH:12][CH:11]=[C:10](Br)[CH:9]=1)(=[O:3])[CH3:2].COCCOC.[B:33]1([B:33]2[O:37][C:36]([CH3:39])([CH3:38])[C:35]([CH3:41])([CH3:40])[O:34]2)[O:37][C:36]([CH3:39])([CH3:38])[C:35]([CH3:41])([CH3:40])[O:34]1.C([O-])(=O)C.[K+]. Product: [C:1]([O:4][C@@H:5]1[C@@H:18]([O:19][C:20](=[O:22])[CH3:21])[C@H:17]([O:23][C:24](=[O:26])[CH3:25])[CH2:16][S:15][C@H:6]1[O:7][C:8]1[CH:13]=[CH:12][CH:11]=[C:10]([B:33]2[O:37][C:36]([CH3:39])([CH3:38])[C:35]([CH3:41])([CH3:40])[O:34]2)[CH:9]=1)(=[O:3])[CH3:2]. The catalyst class is: 4. (2) Reactant: [F:1][C:2]1[C:22]([C:23]([OH:26])([CH3:25])[CH3:24])=[CH:21][CH:20]=[CH:19][C:3]=1[O:4][C:5]1[CH2:9][N:8]([C@@H:10]([CH2:14][CH:15]([CH3:17])[CH3:16])[C:11](O)=[O:12])[C:7](=[O:18])[CH:6]=1.[CH3:27][N:28]1[CH:32]=[CH:31][C:30]([NH2:33])=[N:29]1.F[P-](F)(F)(F)(F)F.N1(O[P+](N(C)C)(N(C)C)N(C)C)C2C=CC=CC=2N=N1.C(N(CC)C(C)C)(C)C. Product: [CH3:27][N:28]1[CH:32]=[CH:31][C:30]([NH:33][C:11](=[O:12])[C@@H:10]([N:8]2[CH2:9][C:5]([O:4][C:3]3[CH:19]=[CH:20][CH:21]=[C:22]([C:23]([OH:26])([CH3:24])[CH3:25])[C:2]=3[F:1])=[CH:6][C:7]2=[O:18])[CH2:14][CH:15]([CH3:16])[CH3:17])=[N:29]1. The catalyst class is: 4. (3) Reactant: C1(S([N:10]2[C:14]3=[N:15][CH:16]=[C:17]([C:19]4[S:20][CH:21]=[CH:22][CH:23]=4)[CH:18]=[C:13]3[C:12]([C:24]#[N:25])=[CH:11]2)(=O)=O)C=CC=CC=1.CCO.[OH-].[Na+]. Product: [S:20]1[CH:21]=[CH:22][CH:23]=[C:19]1[C:17]1[CH:18]=[C:13]2[C:12]([C:24]#[N:25])=[CH:11][NH:10][C:14]2=[N:15][CH:16]=1. The catalyst class is: 98. (4) Reactant: C(OC([N:8]1[CH2:13][CH2:12][C:11]([NH:17][S:18]([C:21]2[CH:26]=[CH:25][C:24]([C:27]3[CH:32]=[CH:31][C:30]([O:33][CH3:34])=[CH:29][CH:28]=3)=[CH:23][CH:22]=2)(=[O:20])=[O:19])([C:14]([OH:16])=[O:15])[CH2:10][CH2:9]1)=O)(C)(C)C.C1(OC)C=CC=CC=1.[F:43][C:44]([F:49])([F:48])[C:45]([OH:47])=[O:46].CCOCC.CCCCCC. Product: [CH3:34][O:33][C:30]1[CH:29]=[CH:28][C:27]([C:24]2[CH:23]=[CH:22][C:21]([S:18]([NH:17][C:11]3([C:14]([OH:16])=[O:15])[CH2:10][CH2:9][NH:8][CH2:13][CH2:12]3)(=[O:20])=[O:19])=[CH:26][CH:25]=2)=[CH:32][CH:31]=1.[F:43][C:44]([F:49])([F:48])[C:45]([O-:47])=[O:46]. The catalyst class is: 4. (5) Reactant: Cl[C:2]1[N:7]=[C:6]([C:8]([O:10]C)=[O:9])[CH:5]=[CH:4][C:3]=1[O:12][CH2:13][C:14]([F:17])([CH3:16])[CH3:15].[CH3:18][O-:19].[Na+].O. Product: [F:17][C:14]([CH3:16])([CH3:15])[CH2:13][O:12][C:3]1[CH:4]=[CH:5][C:6]([C:8]([OH:10])=[O:9])=[N:7][C:2]=1[O:19][CH3:18]. The catalyst class is: 169. (6) The catalyst class is: 2. Product: [CH3:27][O:28][C:29]1[C:30](=[O:53])[C:31]([CH3:52])=[C:32]([CH2:38][C:39]2[CH:40]=[CH:41][C:42]([O:48][C:49](=[O:51])[CH3:50])=[C:43]([CH:47]=2)[C:44]([NH:7][C:6]2[CH:8]=[CH:9][CH:10]=[C:4]([N+:1]([O-:3])=[O:2])[CH:5]=2)=[O:45])[C:33](=[O:37])[C:34]=1[O:35][CH3:36]. Reactant: [N+:1]([C:4]1[CH:5]=[C:6]([CH:8]=[CH:9][CH:10]=1)[NH2:7])([O-:3])=[O:2].C(N(CC)CC)C.[Cl-].ClC1N(C)CC[NH+]1C.[CH3:27][O:28][C:29]1[C:30](=[O:53])[C:31]([CH3:52])=[C:32]([CH2:38][C:39]2[CH:40]=[CH:41][C:42]([O:48][C:49](=[O:51])[CH3:50])=[C:43]([CH:47]=2)[C:44](O)=[O:45])[C:33](=[O:37])[C:34]=1[O:35][CH3:36]. (7) Reactant: [NH2:1][C:2]([C:4]1[CH:5]=[N:6][C:7]2[C:12]([C:13]=1[NH:14][C:15]1[CH:16]=[C:17]([CH:23]=[CH:24][CH:25]=1)[C:18]([O:20]CC)=[O:19])=[CH:11][CH:10]=[C:9]([C:26]1[C:27]([O:34][CH3:35])=[N:28][C:29]([O:32][CH3:33])=[CH:30][CH:31]=1)[CH:8]=2)=[O:3].[OH-].[Na+]. The catalyst class is: 8. Product: [NH2:1][C:2]([C:4]1[CH:5]=[N:6][C:7]2[C:12]([C:13]=1[NH:14][C:15]1[CH:16]=[C:17]([CH:23]=[CH:24][CH:25]=1)[C:18]([OH:20])=[O:19])=[CH:11][CH:10]=[C:9]([C:26]1[C:27]([O:34][CH3:35])=[N:28][C:29]([O:32][CH3:33])=[CH:30][CH:31]=1)[CH:8]=2)=[O:3]. (8) Reactant: [F:1][C:2]1[CH:7]=[C:6]([C:8]([F:11])([F:10])[F:9])[CH:5]=[CH:4][C:3]=1[CH2:12][CH2:13][NH:14][C:15]1[N:20]=[C:19]([O:21][CH3:22])[N:18]=[C:17]([C:23]2[CH:24]=[C:25]([OH:29])[CH:26]=[CH:27][CH:28]=2)[CH:16]=1.C([O-])([O-])=O.[Cs+].[Cs+].[CH2:36]([CH:38]1[O:40][CH2:39]1)Cl. Product: [F:1][C:2]1[CH:7]=[C:6]([C:8]([F:9])([F:10])[F:11])[CH:5]=[CH:4][C:3]=1[CH2:12][CH2:13][NH:14][C:15]1[CH:16]=[C:17]([C:23]2[CH:28]=[CH:27][CH:26]=[C:25]([O:29][CH2:36][CH:38]3[CH2:39][O:40]3)[CH:24]=2)[N:18]=[C:19]([O:21][CH3:22])[N:20]=1. The catalyst class is: 18.